This data is from Full USPTO retrosynthesis dataset with 1.9M reactions from patents (1976-2016). The task is: Predict the reactants needed to synthesize the given product. (1) The reactants are: [CH3:1][O:2][C:3]([C@H:5]1[CH2:9][C@@H:8]([O:10][CH3:11])[CH2:7][N:6]1C(C1C=CC=CC=1)(C1C=CC=CC=1)C1C=CC=CC=1)=[O:4].C(Cl)Cl.C(O)(C(F)(F)F)=O. Given the product [CH3:1][O:2][C:3]([C@H:5]1[CH2:9][C@@H:8]([O:10][CH3:11])[CH2:7][NH:6]1)=[O:4], predict the reactants needed to synthesize it. (2) Given the product [CH2:1]([O:3][C:4](=[O:17])[CH:5]([O:14][CH2:15][CH3:16])[CH2:6][C:7]1[CH:8]=[CH:9][C:10]([O:13][CH2:31][CH2:30][CH2:29][C:25]2[CH:26]=[CH:27][CH:28]=[C:23]([O:22][S:19]([CH3:18])(=[O:21])=[O:20])[CH:24]=2)=[CH:11][CH:12]=1)[CH3:2], predict the reactants needed to synthesize it. The reactants are: [CH2:1]([O:3][C:4](=[O:17])[CH:5]([O:14][CH2:15][CH3:16])[CH2:6][C:7]1[CH:12]=[CH:11][C:10]([OH:13])=[CH:9][CH:8]=1)[CH3:2].[CH3:18][S:19]([O:22][C:23]1[CH:24]=[C:25]([CH2:29][CH2:30][CH2:31]CS([O-])(=O)=O)[CH:26]=[CH:27][CH:28]=1)(=[O:21])=[O:20]. (3) Given the product [NH2:20][N:21]1[CH2:2][CH2:3][CH2:4][N:5]([CH2:15][C:16]([F:19])([F:18])[F:17])[C:6]1=[O:7], predict the reactants needed to synthesize it. The reactants are: Cl[CH2:2][CH2:3][CH2:4][N:5]([CH2:15][C:16]([F:19])([F:18])[F:17])[C:6](=O)[O:7]C1C=CC=CC=1.[NH2:20][NH2:21].O. (4) Given the product [C:1]([NH:4][CH2:5][CH2:6][NH:7][CH2:8][C@:9]12[CH2:47][CH2:46][C@@H:45]([C:48]([CH3:50])=[CH2:49])[C@@H:10]1[C@@H:11]1[C@@:24]([CH3:27])([CH2:25][CH2:26]2)[C@@:23]2([CH3:28])[C@@H:14]([C@:15]3([CH3:44])[C@@H:20]([CH2:21][CH2:22]2)[C:19]([CH3:30])([CH3:29])[C:18]([C:31]2[CH:43]=[CH:42][C:34]([C:35]([OH:37])=[O:36])=[CH:33][CH:32]=2)=[CH:17][CH2:16]3)[CH2:13][CH2:12]1)(=[O:3])[CH3:2], predict the reactants needed to synthesize it. The reactants are: [C:1]([NH:4][CH2:5][CH2:6][NH:7][CH2:8][C@:9]12[CH2:47][CH2:46][C@@H:45]([C:48]([CH3:50])=[CH2:49])[C@@H:10]1[C@@H:11]1[C@@:24]([CH3:27])([CH2:25][CH2:26]2)[C@@:23]2([CH3:28])[C@@H:14]([C@:15]3([CH3:44])[C@@H:20]([CH2:21][CH2:22]2)[C:19]([CH3:30])([CH3:29])[C:18]([C:31]2[CH:43]=[CH:42][C:34]([C:35]([O:37]C(C)(C)C)=[O:36])=[CH:33][CH:32]=2)=[CH:17][CH2:16]3)[CH2:13][CH2:12]1)(=[O:3])[CH3:2].C(O)(C(F)(F)F)=O. (5) The reactants are: [F:1][CH:2]([F:12])[O:3][C:4]1[CH:9]=[C:8]([CH2:10]O)[CH:7]=[CH:6][N:5]=1.C(Br)(Br)(Br)[Br:14].C1C=CC(P(C2C=CC=CC=2)C2C=CC=CC=2)=CC=1. Given the product [Br:14][CH2:10][C:8]1[CH:7]=[CH:6][N:5]=[C:4]([O:3][CH:2]([F:12])[F:1])[CH:9]=1, predict the reactants needed to synthesize it. (6) Given the product [NH2:1][C:4]1[CH:5]=[CH:6][C:7]2[O:11][C:10](=[O:12])[NH:9][C:8]=2[CH:13]=1, predict the reactants needed to synthesize it. The reactants are: [N+:1]([C:4]1[CH:5]=[CH:6][C:7]2[O:11][C:10](=[O:12])[NH:9][C:8]=2[CH:13]=1)([O-])=O. (7) Given the product [Br:1][C:2]1[CH:7]=[CH:6][C:5]([C:11]#[C:12][CH3:13])=[CH:4][CH:3]=1, predict the reactants needed to synthesize it. The reactants are: [Br:1][C:2]1[CH:7]=[CH:6][C:5](I)=[CH:4][CH:3]=1.C[Si](C)(C)[C:11]#[C:12][CH3:13].[F-].C([N+](CCCC)(CCCC)CCCC)CCC. (8) Given the product [CH2:1]([O:3][C:4]1[C:17]2[C:16]3[NH:15][CH2:14][CH2:13][CH2:12][C:11]=3[C:10](=[O:18])[N:9]([CH2:19][O:20][CH3:21])[C:8]=2[CH:7]=[C:6]([C:22]([O:24][CH3:25])=[O:23])[CH:5]=1)[CH3:2], predict the reactants needed to synthesize it. The reactants are: [CH2:1]([O:3][C:4]1[C:17]2[C:16]3[N:15]=[CH:14][CH:13]=[CH:12][C:11]=3[C:10](=[O:18])[N:9]([CH2:19][O:20][CH3:21])[C:8]=2[CH:7]=[C:6]([C:22]([O:24][CH3:25])=[O:23])[CH:5]=1)[CH3:2].O1CCCC1.O.ClCCl.